From a dataset of Catalyst prediction with 721,799 reactions and 888 catalyst types from USPTO. Predict which catalyst facilitates the given reaction. (1) Reactant: [C:1]([C:5]1[C:6]([O:18][CH2:19][O:20][CH3:21])=[C:7](B(O)O)[CH:8]=[C:9]([C:11]([CH3:14])([CH3:13])[CH3:12])[CH:10]=1)([CH3:4])([CH3:3])[CH3:2].[C:22]([C:25]1[S:29][C:28]2[CH:30]=[CH:31][CH:32]=[C:33](I)[C:27]=2[CH:26]=1)(=[O:24])[CH3:23].C(O)C.C([O-])([O-])=O.[Na+].[Na+]. Product: [C:22]([C:25]1[S:29][C:28]2[CH:30]=[CH:31][CH:32]=[C:33]([C:7]3[CH:8]=[C:9]([C:11]([CH3:14])([CH3:13])[CH3:12])[CH:10]=[C:5]([C:1]([CH3:4])([CH3:3])[CH3:2])[C:6]=3[O:18][CH2:19][O:20][CH3:21])[C:27]=2[CH:26]=1)(=[O:24])[CH3:23]. The catalyst class is: 109. (2) Reactant: [CH3:1][C:2]1[S:11][C:10]2[NH:9][C:8]3[CH:12]=[CH:13][CH:14]=[CH:15][C:7]=3[N:6]=[C:5]([N:16]3[CH2:21][CH2:20][NH:19][C@@H:18]([CH2:22][CH2:23][OH:24])[CH2:17]3)[C:4]=2[N:3]=1.C=O.[C:27](O[BH-](OC(=O)C)OC(=O)C)(=O)C.[Na+].[Cl:41]C(Cl)C. Product: [ClH:41].[ClH:41].[CH3:27][N:19]1[CH2:20][CH2:21][N:16]([C:5]2[C:4]3[N:3]=[C:2]([CH3:1])[S:11][C:10]=3[NH:9][C:8]3[CH:12]=[CH:13][CH:14]=[CH:15][C:7]=3[N:6]=2)[CH2:17][C@@H:18]1[CH2:22][CH2:23][OH:24]. The catalyst class is: 389. (3) Reactant: [F:1][C:2]1[CH:3]=[CH:4][C:5]2[N:9]=[C:8]([CH:10]([NH:12][C:13](=[O:15])[CH3:14])[CH3:11])[N:7]([C:16]3[CH:21]=[CH:20][CH:19]=[CH:18][C:17]=3SC)[C:6]=2[CH:24]=1.O[O:26][S:27]([O-:29])=O.[K+].[CH2:31]1COCC1. Product: [F:1][C:2]1[CH:3]=[CH:4][C:5]2[N:9]=[C:8]([CH:10]([NH:12][C:13](=[O:15])[CH3:14])[CH3:11])[N:7]([C:16]3[CH:17]=[CH:18][CH:19]=[CH:20][C:21]=3[S:27]([CH3:31])(=[O:29])=[O:26])[C:6]=2[CH:24]=1. The catalyst class is: 6. (4) Reactant: [OH:1][C@@H:2]1[C@H:6]([OH:7])[C@@H:5]([CH2:8][OH:9])[NH:4][C@H:3]1[C:10]1[C:14]2[N:15]=[CH:16][NH:17][C:18](=[O:19])[C:13]=2[NH:12][CH:11]=1.O.C(N(CC)CC)C.[CH3:28][C:29]([O:32][C:33](O[C:33]([O:32][C:29]([CH3:31])([CH3:30])[CH3:28])=[O:34])=[O:34])([CH3:31])[CH3:30]. Product: [OH:7][C@H:6]1[C@@H:2]([OH:1])[C@H:3]([C:10]2[C:14]3[N:15]=[CH:16][NH:17][C:18](=[O:19])[C:13]=3[NH:12][CH:11]=2)[N:4]([C:33]([O:32][C:29]([CH3:31])([CH3:30])[CH3:28])=[O:34])[C@@H:5]1[CH2:8][OH:9]. The catalyst class is: 5. (5) Reactant: [NH2:1][C:2]1[C:3](=[O:11])[N:4]([CH3:10])[CH:5]=[C:6]([Br:9])[C:7]=1[CH3:8].C(OC(=O)C)(=O)C.C([O-])(=O)C.[K+].[N:24](OCCCCC)=O. Product: [Br:9][C:6]1[C:7]2[CH:8]=[N:24][NH:1][C:2]=2[C:3](=[O:11])[N:4]([CH3:10])[CH:5]=1. The catalyst class is: 133.